Dataset: Reaction yield outcomes from USPTO patents with 853,638 reactions. Task: Predict the reaction yield, written as a fraction of the theoretical maximum amount of product (1.0 means a 100% yield; for example, 0.34 means a 34% yield). (1) The reactants are [NH3:1].[F:2][C:3]1[CH:4]=[C:5]2[C:10](=[CH:11][CH:12]=1)[O:9][CH:8]([CH:13]1[CH2:15][O:14]1)[CH2:7][CH2:6]2. The catalyst is CO. The product is [F:2][C:3]1[CH:12]=[CH:11][C:10]2[O:9][CH:8]([CH:13]([CH2:15][NH2:1])[OH:14])[CH2:7][CH2:6][C:5]=2[CH:4]=1. The yield is 0.870. (2) The reactants are [CH:1]1([NH2:4])[CH2:3][CH2:2]1.[Cl:5][C:6]1[CH:11]=[CH:10][C:9]([N:12]2[C:16]([C:17]([F:20])([F:19])[F:18])=[C:15]([C:21]([NH:23][C:24]3[CH:25]=[C:26]([S:30](F)(=[O:32])=[O:31])[CH:27]=[CH:28][CH:29]=3)=[O:22])[CH:14]=[N:13]2)=[CH:8][CH:7]=1. The catalyst is C(Cl)Cl. The product is [CH:1]1([NH:4][S:30]([C:26]2[CH:25]=[C:24]([NH:23][C:21]([C:15]3[CH:14]=[N:13][N:12]([C:9]4[CH:8]=[CH:7][C:6]([Cl:5])=[CH:11][CH:10]=4)[C:16]=3[C:17]([F:20])([F:18])[F:19])=[O:22])[CH:29]=[CH:28][CH:27]=2)(=[O:31])=[O:32])[CH2:3][CH2:2]1. The yield is 0.550. (3) The reactants are [Br:1][C:2]1[CH:3](O)[CH2:4][CH2:5][CH:6]=1.C[O:9][C:10](OC)([N:12]([CH3:14])[CH3:13])[CH3:11]. The catalyst is C1(C)C=CC=C(C)C=1. The product is [Br:1][C:2]1[CH:3]([CH2:11][C:10]([N:12]([CH3:14])[CH3:13])=[O:9])[CH2:4][CH2:5][CH:6]=1. The yield is 0.630. (4) The reactants are [CH2:1]([O:8][C:9]1[CH:10]=[CH:11][C:12]([CH:15]=O)=[N:13][CH:14]=1)[C:2]1[CH:7]=[CH:6][CH:5]=[CH:4][CH:3]=1.[Cl-].[CH2:18]([O:20][C:21]([CH:23]([P+](C1C=CC=CC=1)(C1C=CC=CC=1)C1C=CC=CC=1)[O:24][CH3:25])=[O:22])[CH3:19].[CH3:45]N(C)C(=N)N(C)C. The catalyst is C(Cl)(Cl)Cl. The product is [CH2:18]([O:20][C:21](=[O:22])[C:23]([O:24][CH2:25][CH3:45])=[CH:15][C:12]1[CH:11]=[CH:10][C:9]([O:8][CH2:1][C:2]2[CH:3]=[CH:4][CH:5]=[CH:6][CH:7]=2)=[CH:14][N:13]=1)[CH3:19]. The yield is 1.00. (5) The reactants are Cl.[N+:2]([C:5]1[CH:12]=[CH:11][CH:10]=[CH:9][C:6]=1[CH:7]=[O:8])([O-])=O.C(O)C. The catalyst is [Fe].O. The product is [NH2:2][C:5]1[CH:12]=[CH:11][CH:10]=[CH:9][C:6]=1[CH:7]=[O:8]. The yield is 0.960. (6) The reactants are [NH2:1][C:2]([C:7]1[CH:8]=[N:9][C:10]2[C:15]([CH:16]=1)=[CH:14][CH:13]=[C:12]([O:17][CH2:18][CH2:19][CH2:20][CH2:21][CH2:22][CH2:23][CH3:24])[CH:11]=2)([CH3:6])[C:3](O)=[O:4].[H-].[H-].[H-].[H-].[Li+].[Al+3].O.CC(=O)OCC. The catalyst is C1COCC1. The product is [NH2:1][C:2]([C:7]1[CH:8]=[N:9][C:10]2[C:15]([CH:16]=1)=[CH:14][CH:13]=[C:12]([O:17][CH2:18][CH2:19][CH2:20][CH2:21][CH2:22][CH2:23][CH3:24])[CH:11]=2)([CH3:6])[CH2:3][OH:4]. The yield is 0.350.